This data is from Forward reaction prediction with 1.9M reactions from USPTO patents (1976-2016). The task is: Predict the product of the given reaction. (1) Given the reactants [NH:1]1[CH2:6][CH2:5][CH:4]([O:7][C:8]2[CH:9]=[CH:10][C:11]3[N:15]=[CH:14][N:13]([C:16]4[S:20][C:19]([C:21]([O:23][CH3:24])=[O:22])=[C:18]([O:25][C@@H:26]([C:28]5[CH:33]=[CH:32][CH:31]=[CH:30][C:29]=5[C:34]([F:37])([F:36])[F:35])[CH3:27])[CH:17]=4)[C:12]=3[CH:38]=2)[CH2:3][CH2:2]1.[C:39](O)(=O)C.C(O[BH-](OC(=O)C)OC(=O)C)(=O)C.[Na+], predict the reaction product. The product is: [CH3:39][N:1]1[CH2:2][CH2:3][CH:4]([O:7][C:8]2[CH:9]=[CH:10][C:11]3[N:15]=[CH:14][N:13]([C:16]4[S:20][C:19]([C:21]([O:23][CH3:24])=[O:22])=[C:18]([O:25][C@@H:26]([C:28]5[CH:33]=[CH:32][CH:31]=[CH:30][C:29]=5[C:34]([F:37])([F:35])[F:36])[CH3:27])[CH:17]=4)[C:12]=3[CH:38]=2)[CH2:5][CH2:6]1. (2) Given the reactants C1(P(C2CCCCC2)C2CCCCC2)CCCCC1.[CH3:35][C:30]1([CH3:36])[C:31]([CH3:34])([CH3:33])[O:32][B:28]([B:28]2[O:32][C:31]([CH3:34])([CH3:33])[C:30]([CH3:36])([CH3:35])[O:29]2)[O:29]1.C([O-])(=O)C.[K+].Br[C:44]1[C:52]2[S:51][N:50]=[CH:49][C:48]=2[CH:47]=[CH:46][CH:45]=1, predict the reaction product. The product is: [CH3:34][C:31]1([CH3:33])[C:30]([CH3:35])([CH3:36])[O:29][B:28]([C:44]2[C:52]3[S:51][N:50]=[CH:49][C:48]=3[CH:47]=[CH:46][CH:45]=2)[O:32]1.